This data is from Full USPTO retrosynthesis dataset with 1.9M reactions from patents (1976-2016). The task is: Predict the reactants needed to synthesize the given product. Given the product [F:35][C:36]([F:41])([F:40])[C:37]([OH:39])=[O:38].[NH2:7][CH:8]1[CH:9]([CH2:27][C:28]2[CH:33]=[CH:32][CH:31]=[CH:30][CH:29]=2)[C:10]2[CH:11]=[C:12]([CH2:18][NH:19][S:20]([CH2:23][CH2:24][CH2:25][F:26])(=[O:22])=[O:21])[CH:13]=[CH:14][C:15]=2[CH2:16][CH2:17]1, predict the reactants needed to synthesize it. The reactants are: C(OC(=O)[NH:7][CH:8]1[CH2:17][CH2:16][C:15]2[C:10](=[CH:11][C:12]([CH2:18][NH:19][S:20]([CH2:23][CH2:24][CH2:25][F:26])(=[O:22])=[O:21])=[CH:13][CH:14]=2)[CH:9]1[CH2:27][C:28]1[CH:33]=[CH:32][CH:31]=[CH:30][CH:29]=1)(C)(C)C.[F:35][C:36]([F:41])([F:40])[C:37]([OH:39])=[O:38].